This data is from Catalyst prediction with 721,799 reactions and 888 catalyst types from USPTO. The task is: Predict which catalyst facilitates the given reaction. (1) Reactant: Br[C:2]1[S:6][C:5]2[CH2:7][CH2:8][CH2:9][C:10](=[O:11])[C:4]=2[CH:3]=1.B(O)O.[CH3:15][O:16][C:17]1[CH:18]=[C:19](O)[CH:20]=[CH:21][CH:22]=1.C([O-])([O-])=O.[Na+].[Na+].CCO.O. Product: [CH3:15][O:16][C:17]1[CH:22]=[C:21]([C:2]2[S:6][C:5]3[CH2:7][CH2:8][CH2:9][C:10](=[O:11])[C:4]=3[CH:3]=2)[CH:20]=[CH:19][CH:18]=1. The catalyst class is: 276. (2) Reactant: CS([C:5]1[N:10]=[C:9]([O:11][CH2:12][C@H:13]2[CH2:15][C@H:14]2[C:16]#[N:17])[CH:8]=[C:7]([N:18]2[CH2:23][CH2:22][CH:21]([C:24]3[C:32]4[C:27](=[N:28][CH:29]=[CH:30][CH:31]=4)[NH:26][N:25]=3)[CH2:20][CH2:19]2)[N:6]=1)(=O)=O.C(#N)CC#N.[C:38]([O-:41])([O-])=O.[K+].[K+].Cl.[C:45]12([NH2:50])[CH2:49][CH:47]([CH2:48]1)[CH2:46]2.C(OO)(=O)C. Product: [C:45]12([NH:50][C:38]([C:5]3[N:10]=[C:9]([O:11][CH2:12][C@H:13]4[CH2:15][C@H:14]4[C:16]#[N:17])[CH:8]=[C:7]([N:18]4[CH2:23][CH2:22][CH:21]([C:24]5[C:32]6[C:27](=[N:28][CH:29]=[CH:30][CH:31]=6)[NH:26][N:25]=5)[CH2:20][CH2:19]4)[N:6]=3)=[O:41])[CH2:49][CH:47]([CH2:48]1)[CH2:46]2. The catalyst class is: 23. (3) Reactant: O[CH2:2][CH2:3][CH2:4][N:5]1[CH2:9][CH2:8][N:7]([CH2:10][CH2:11][CH2:12][N:13]2[CH2:18][CH2:17][CH:16]([O:19][C:20](=[O:34])[NH:21][C:22]3[CH:27]=[CH:26][CH:25]=[CH:24][C:23]=3[C:28]3[CH:33]=[CH:32][CH:31]=[CH:30][CH:29]=3)[CH2:15][CH2:14]2)[C:6]1=[O:35].CS(C)=O.CCN(C(C)C)C(C)C.Br.[OH:50][C:51]1[CH:58]=[CH:57][C:54]([CH2:55][NH2:56])=[CH:53][CH:52]=1.[BH-](OC(C)=O)(OC(C)=O)OC(C)=O.[Na+].[OH-].[Na+]. Product: [OH:50][C:51]1[CH:58]=[CH:57][C:54]([CH2:55][NH:56][CH2:2][CH2:3][CH2:4][N:5]2[CH2:9][CH2:8][N:7]([CH2:10][CH2:11][CH2:12][N:13]3[CH2:14][CH2:15][CH:16]([O:19][C:20](=[O:34])[NH:21][C:22]4[CH:27]=[CH:26][CH:25]=[CH:24][C:23]=4[C:28]4[CH:33]=[CH:32][CH:31]=[CH:30][CH:29]=4)[CH2:17][CH2:18]3)[C:6]2=[O:35])=[CH:53][CH:52]=1. The catalyst class is: 202. (4) Reactant: C[O:2][C:3](=[O:38])[C:4]1[CH:9]=[C:8]([O:10][CH3:11])[CH:7]=[CH:6][C:5]=1[NH:12][C:13]1[N:17]([C:18]2[CH:23]=[CH:22][CH:21]=[CH:20][C:19]=2[O:24][CH2:25][CH3:26])[N:16]=[C:15]([CH3:27])[C:14]=1[C:28]1[CH:29]=[C:30]2[C:35](=[CH:36][CH:37]=1)[N:34]=[CH:33][CH:32]=[N:31]2.[OH-].[Na+].Cl. Product: [N:34]1[C:35]2[C:30](=[CH:29][C:28]([C:14]3[C:15]([CH3:27])=[N:16][N:17]([C:18]4[CH:23]=[CH:22][CH:21]=[CH:20][C:19]=4[O:24][CH2:25][CH3:26])[C:13]=3[NH:12][C:5]3[CH:6]=[CH:7][C:8]([O:10][CH3:11])=[CH:9][C:4]=3[C:3]([OH:38])=[O:2])=[CH:37][CH:36]=2)[N:31]=[CH:32][CH:33]=1. The catalyst class is: 38. (5) Reactant: [C:1]([O:5][C:6]([N:8]1[C:12]([C:14]2[CH:19]=[C:18]([Br:20])[CH:17]=[CH:16][C:15]=2[F:21])([CH3:13])[CH2:11]OS1(=O)=O)=[O:7])([CH3:4])([CH3:3])[CH3:2].[CH3:24][NH2:25].C([O-])(O)=O.[Na+]. Product: [C:1]([O:5][C:6](=[O:7])[NH:8][C:12]([C:14]1[CH:19]=[C:18]([Br:20])[CH:17]=[CH:16][C:15]=1[F:21])([CH3:13])[CH2:11][NH:25][CH3:24])([CH3:4])([CH3:3])[CH3:2]. The catalyst class is: 33. (6) The catalyst class is: 17. Reactant: [C:1]([O:5][C:6]([N:8]1[CH2:13][CH2:12][CH:11]([NH:14][CH2:15][C:16]2[CH:21]=[C:20]([C:22]([F:25])([F:24])[F:23])[CH:19]=[C:18]([C:26]([F:29])([F:28])[F:27])[CH:17]=2)[CH2:10][CH:9]1[CH2:30][CH3:31])=[O:7])([CH3:4])([CH3:3])[CH3:2].Cl[C:33]([O:35][CH3:36])=[O:34]. Product: [C:1]([O:5][C:6]([N:8]1[CH2:13][CH2:12][CH:11]([N:14]([CH2:15][C:16]2[CH:21]=[C:20]([C:22]([F:24])([F:23])[F:25])[CH:19]=[C:18]([C:26]([F:29])([F:27])[F:28])[CH:17]=2)[C:33]([O:35][CH3:36])=[O:34])[CH2:10][CH:9]1[CH2:30][CH3:31])=[O:7])([CH3:4])([CH3:3])[CH3:2]. (7) Reactant: [H-].[Na+].[Cl:3][C:4]1[N:5]=[C:6]([Cl:13])[C:7]2[NH:12][CH:11]=[CH:10][C:8]=2[N:9]=1.[CH3:14]I. Product: [Cl:3][C:4]1[N:5]=[C:6]([Cl:13])[C:7]2[N:12]([CH3:14])[CH:11]=[CH:10][C:8]=2[N:9]=1. The catalyst class is: 10. (8) Reactant: C([O:14][C:15]([C:17]1([O:20]/[N:21]=[C:22](/[C:51]2[N:52]=[C:53]([NH:56]C(OC(C)(C)C)=O)[S:54][CH:55]=2)\[C:23]([NH:25][C@@H:26]2[C:29](=[O:30])[N:28]([S:31]([O-:34])(=[O:33])=[O:32])[C@@H:27]2[CH2:35][N:36]2[N:40]=[C:39]([CH2:41][S:42][CH:43]3[CH2:50][N:46]4[CH:47]=[N:48][CH:49]=[N+:45]4[CH2:44]3)[CH:38]=[N:37]2)=[O:24])[CH2:19][CH2:18]1)=[O:16])(C1C=CC=CC=1)C1C=CC=CC=1.C1(OC)C=CC=CC=1.C(O)(C(F)(F)F)=O. Product: [NH2:56][C:53]1[S:54][CH:55]=[C:51](/[C:22](=[N:21]/[O:20][C:17]2([C:15]([OH:16])=[O:14])[CH2:19][CH2:18]2)/[C:23]([NH:25][C@@H:26]2[C:29](=[O:30])[N:28]([S:31]([O-:34])(=[O:33])=[O:32])[C@@H:27]2[CH2:35][N:36]2[N:40]=[C:39]([CH2:41][S:42][CH:43]3[CH2:44][N:45]4[CH:49]=[N:48][CH:47]=[N+:46]4[CH2:50]3)[CH:38]=[N:37]2)=[O:24])[N:52]=1. The catalyst class is: 2. (9) Reactant: [CH3:1][O:2][C:3]([C:5]1[C:9]2[N:10]=[CH:11][N:12]([CH2:15][C:16]3[C:25]4[C:20](=[CH:21][CH:22]=[CH:23][CH:24]=4)[CH:19]=[CH:18][N:17]=3)[C:13](=[O:14])[C:8]=2[N:7]([CH2:26][CH:27]=[C:28]([CH3:30])[CH3:29])[C:6]=1Cl)=[O:4].[C:32]([O:36][C:37]([N:39]1[CH2:45][CH2:44][CH2:43][NH:42][CH2:41][CH2:40]1)=[O:38])([CH3:35])([CH3:34])[CH3:33]. Product: [CH3:1][O:2][C:3]([C:5]1[C:9]2[N:10]=[CH:11][N:12]([CH2:15][C:16]3[C:25]4[C:20](=[CH:21][CH:22]=[CH:23][CH:24]=4)[CH:19]=[CH:18][N:17]=3)[C:13](=[O:14])[C:8]=2[N:7]([CH2:26][CH:27]=[C:28]([CH3:30])[CH3:29])[C:6]=1[N:42]1[CH2:43][CH2:44][CH2:45][N:39]([C:37]([O:36][C:32]([CH3:35])([CH3:34])[CH3:33])=[O:38])[CH2:40][CH2:41]1)=[O:4]. The catalyst class is: 44. (10) Reactant: [N:1]12[CH2:8][CH2:7][CH:4]([CH2:5][CH2:6]1)[CH:3]([O:9][C:10]1[CH:15]=[CH:14][C:13]([NH:16][C:17](=[O:24])[C:18]3[CH:23]=[CH:22][CH:21]=[CH:20][CH:19]=3)=[CH:12][CH:11]=1)[CH2:2]2.[ClH:25].O1CCOCC1. Product: [ClH:25].[N:1]12[CH2:6][CH2:5][CH:4]([CH2:7][CH2:8]1)[CH:3]([O:9][C:10]1[CH:11]=[CH:12][C:13]([NH:16][C:17](=[O:24])[C:18]3[CH:19]=[CH:20][CH:21]=[CH:22][CH:23]=3)=[CH:14][CH:15]=1)[CH2:2]2. The catalyst class is: 13.